Dataset: Full USPTO retrosynthesis dataset with 1.9M reactions from patents (1976-2016). Task: Predict the reactants needed to synthesize the given product. (1) Given the product [N:2]1([CH2:8][C@@H:9]2[CH2:14][CH2:13][CH2:12][CH2:11][C@H:10]2[NH:15][C:25](=[O:26])[C:24]2[CH:28]=[CH:29][C:21]([N:16]3[CH:20]=[CH:19][CH:18]=[N:17]3)=[N:22][CH:23]=2)[CH2:7][CH2:6][CH2:5][CH2:4][CH2:3]1, predict the reactants needed to synthesize it. The reactants are: Cl.[N:2]1([CH2:8][C@@H:9]2[CH2:14][CH2:13][CH2:12][CH2:11][C@H:10]2[NH2:15])[CH2:7][CH2:6][CH2:5][CH2:4][CH2:3]1.[N:16]1([C:21]2[CH:29]=[CH:28][C:24]([C:25](O)=[O:26])=[CH:23][N:22]=2)[CH:20]=[CH:19][CH:18]=[N:17]1.CN(C(ON1N=NC2C=CC=NC1=2)=[N+](C)C)C.F[P-](F)(F)(F)(F)F.C(N(C(C)C)CC)(C)C. (2) Given the product [CH3:36][O:35][C:33](=[O:34])[NH:32][C:29]1[CH:30]=[CH:31][C:26]([CH:12]([C:9]2[CH:10]=[CH:11][C:6]([C:4]([N:3]([CH2:37][CH3:38])[CH2:1][CH3:2])=[O:5])=[CH:7][CH:8]=2)[N:13]2[CH2:18][CH2:17][NH:16][CH2:15][CH2:14]2)=[CH:27][CH:28]=1, predict the reactants needed to synthesize it. The reactants are: [CH2:1]([N:3]([CH2:37][CH3:38])[C:4]([C:6]1[CH:11]=[CH:10][C:9]([CH:12]([C:26]2[CH:31]=[CH:30][C:29]([NH:32][C:33]([O:35][CH3:36])=[O:34])=[CH:28][CH:27]=2)[N:13]2[CH2:18][CH2:17][N:16](C(OC(C)(C)C)=O)[CH2:15][CH2:14]2)=[CH:8][CH:7]=1)=[O:5])[CH3:2].C1(O)C=CC=CC=1.Cl[Si](C)(C)C. (3) Given the product [OH:12][C:3]1([C:10]#[N:11])[CH2:4][C:5]([CH3:8])([CH3:9])[CH2:6][CH2:7][C:2]1([CH3:17])[CH3:1], predict the reactants needed to synthesize it. The reactants are: [CH3:1][C:2]1([CH3:17])[CH2:7][CH2:6][C:5]([CH3:9])([CH3:8])[CH2:4][C:3]1([O:12][Si](C)(C)C)[C:10]#[N:11].Cl. (4) The reactants are: [CH3:1][C:2](=[C:8]([CH3:12])[CH:9]([CH3:11])[CH3:10])[C:3]([O:5][CH2:6][CH3:7])=[O:4].[H][H]. Given the product [CH3:1][CH:2]([CH:8]([CH3:12])[CH:9]([CH3:11])[CH3:10])[C:3]([O:5][CH2:6][CH3:7])=[O:4], predict the reactants needed to synthesize it.